Task: Predict which catalyst facilitates the given reaction.. Dataset: Catalyst prediction with 721,799 reactions and 888 catalyst types from USPTO (1) Reactant: [Br:1][CH2:2][C:3]([OH:5])=O.Cl[C:7]([O:9][CH2:10][CH3:11])=O.COC1C=CC([C:20]2[C:25]([S:26]([NH2:29])(=[O:28])=[O:27])=CC=[CH:22][C:21]=2[CH2:30][C@H:31]([NH2:33])[CH3:32])=CC=1.Cl. Product: [Br:1][CH2:2][C:3]([NH:33][C@H:31]([CH3:32])[CH2:30][C:21]1[CH:22]=[CH:11][C:10]([O:9][CH3:7])=[C:25]([S:26]([NH2:29])(=[O:27])=[O:28])[CH:20]=1)=[O:5]. The catalyst class is: 347. (2) Reactant: [Cl:1][CH2:2][C:3](Cl)=[O:4].[Cl-].[Cl-].[Cl-].[Al+3].[CH:10]1[C:23]2[CH2:22][CH2:21][C:20]3[C:15](=[CH:16][CH:17]=[CH:18][CH:19]=3)[C:14]=2[CH:13]=[CH:12][CH:11]=1.C[OH:25].[Cl:26][CH2:27][CH2:28]Cl. Product: [CH:10]1[C:23]2[CH2:22][CH2:21][C:20]3[C:15](=[CH:16][CH:17]=[C:18]([C:28](=[O:25])[CH2:27][Cl:26])[CH:19]=3)[C:14]=2[CH:13]=[CH:12][C:11]=1[C:3](=[O:4])[CH2:2][Cl:1]. The catalyst class is: 6.